From a dataset of Full USPTO retrosynthesis dataset with 1.9M reactions from patents (1976-2016). Predict the reactants needed to synthesize the given product. (1) Given the product [CH2:1]([N:8]1[CH2:14][CH2:13][CH2:12][C:11]([CH2:15][CH2:16][OH:17])([CH2:21][CH2:22][OH:23])[CH2:10][CH2:9]1)[C:2]1[CH:3]=[CH:4][CH:5]=[CH:6][CH:7]=1, predict the reactants needed to synthesize it. The reactants are: [CH2:1]([N:8]1[CH2:14][CH2:13][CH2:12][C:11]([CH2:21][C:22](OCC)=[O:23])([CH2:15][C:16](OCC)=[O:17])[CH2:10][CH2:9]1)[C:2]1[CH:7]=[CH:6][CH:5]=[CH:4][CH:3]=1.[H-].[H-].[H-].[H-].[Li+].[Al+3]. (2) Given the product [O:1]1[CH2:6][CH2:5][O:4][CH2:3][CH:2]1[C:7]([OH:11])=[O:8], predict the reactants needed to synthesize it. The reactants are: [O:1]1[CH2:6][CH2:5][O:4][CH2:3][CH:2]1[CH2:7][OH:8].C(O)(=[O:11])C.C(O)(=O)C.IC1C=CC=CC=1. (3) Given the product [NH:46]1[C:47]2[C:52](=[CH:51][CH:50]=[CH:49][CH:48]=2)[C:44]([CH2:43][CH2:42][NH:41][C:39]2[N:38]=[C:37]([C:53]3[CH:58]=[CH:57][CH:56]=[CH:55][N:54]=3)[CH:36]=[C:35]([C:31]3[CH:32]=[N:33][CH:34]=[C:29]([C:11]4[CH:12]=[N:8][NH:9][CH:10]=4)[CH:30]=3)[CH:40]=2)=[CH:45]1, predict the reactants needed to synthesize it. The reactants are: C(OC([N:8]1[CH:12]=[C:11](B2OC(C)(C)C(C)(C)O2)[CH:10]=[N:9]1)=O)(C)(C)C.C([O-])([O-])=O.[Na+].[Na+].Br[C:29]1[CH:30]=[C:31]([C:35]2[CH:40]=[C:39]([NH:41][CH2:42][CH2:43][C:44]3[C:52]4[C:47](=[CH:48][CH:49]=[CH:50][CH:51]=4)[NH:46][CH:45]=3)[N:38]=[C:37]([C:53]3[CH:58]=[CH:57][CH:56]=[CH:55][N:54]=3)[CH:36]=2)[CH:32]=[N:33][CH:34]=1. (4) Given the product [C:20]([C:17]([C:13]1[CH:12]=[C:11]([CH:16]=[CH:15][CH:14]=1)[C:10]([NH:9][C:4]1[CH:5]=[CH:6][C:7]([CH3:8])=[C:2]([NH:1][C:24]2[CH:25]=[C:26]3[C:31](=[CH:32][CH:33]=2)[N:30]=[CH:29][N:28]([CH3:34])[C:27]3=[O:35])[CH:3]=1)=[O:22])([CH3:19])[CH3:18])#[N:21], predict the reactants needed to synthesize it. The reactants are: [NH2:1][C:2]1[CH:3]=[C:4]([NH:9][C:10](=[O:22])[C:11]2[CH:16]=[CH:15][CH:14]=[C:13]([C:17]([C:20]#[N:21])([CH3:19])[CH3:18])[CH:12]=2)[CH:5]=[CH:6][C:7]=1[CH3:8].Br[C:24]1[CH:25]=[C:26]2[C:31](=[CH:32][CH:33]=1)[N:30]=[CH:29][N:28]([CH3:34])[C:27]2=[O:35].CC(C)([O-])C.[Na+].C1C=CC(P(C2C(C3C(P(C4C=CC=CC=4)C4C=CC=CC=4)=CC=C4C=3C=CC=C4)=C3C(C=CC=C3)=CC=2)C2C=CC=CC=2)=CC=1.